From a dataset of Experimental lipophilicity measurements (octanol/water distribution) for 4,200 compounds from AstraZeneca. Regression/Classification. Given a drug SMILES string, predict its absorption, distribution, metabolism, or excretion properties. Task type varies by dataset: regression for continuous measurements (e.g., permeability, clearance, half-life) or binary classification for categorical outcomes (e.g., BBB penetration, CYP inhibition). For this dataset (lipophilicity_astrazeneca), we predict Y. (1) The drug is CCn1c2nc(=O)n(C)c(=O)c-2cc2ccccc21. The Y is 1.10 logD. (2) The compound is CCn1cnc2cnc(-c3ccc(C4(N)CCC4)cc3)c(-c3ccccc3)c21. The Y is 2.00 logD. (3) The molecule is COc1ccc(OC)c(-c2c(F)ccc3c(N)c(C(=O)NC(C)C)nnc23)c1. The Y is 3.77 logD. (4) The molecule is Cc1c(Sc2ccc(Cl)cc2)c2ccc(S(C)(=O)=O)cc2n1CC(=O)O. The Y is 0.790 logD. (5) The drug is COc1ccc2ccc(=O)n(CCN3CCC(NCc4cc5c(cn4)OCCO5)CC3)c2n1. The Y is 1.16 logD. (6) The compound is O=C(OCCN1CCCCC1)c1c[nH]c2ccccc12. The Y is 2.00 logD.